From a dataset of NCI-60 drug combinations with 297,098 pairs across 59 cell lines. Regression. Given two drug SMILES strings and cell line genomic features, predict the synergy score measuring deviation from expected non-interaction effect. (1) Drug 1: CN(C)N=NC1=C(NC=N1)C(=O)N. Drug 2: C1CN(CCN1C(=O)CCBr)C(=O)CCBr. Cell line: KM12. Synergy scores: CSS=22.5, Synergy_ZIP=-8.04, Synergy_Bliss=-7.68, Synergy_Loewe=-2.39, Synergy_HSA=1.43. (2) Drug 1: CC1OCC2C(O1)C(C(C(O2)OC3C4COC(=O)C4C(C5=CC6=C(C=C35)OCO6)C7=CC(=C(C(=C7)OC)O)OC)O)O. Drug 2: C1C(C(OC1N2C=C(C(=O)NC2=O)F)CO)O. Cell line: SW-620. Synergy scores: CSS=49.9, Synergy_ZIP=-8.31, Synergy_Bliss=-9.19, Synergy_Loewe=-0.991, Synergy_HSA=0.906.